From a dataset of Reaction yield outcomes from USPTO patents with 853,638 reactions. Predict the reaction yield, written as a fraction of the theoretical maximum amount of product (1.0 means a 100% yield; for example, 0.34 means a 34% yield). (1) The reactants are [NH2:1][C@H:2]([C:5]1[N:14]([CH:15]2[CH2:17][CH2:16]2)[C:13](=[O:18])[C:12]2[C:7](=[CH:8][CH:9]=[CH:10][C:11]=2[Cl:19])[N:6]=1)[CH2:3][CH3:4].Cl[C:21]1[N:26]=[CH:25][N:24]=[C:23]([NH2:27])[C:22]=1[C:28]1[O:32][N:31]=[C:30]([CH2:33][CH3:34])[N:29]=1.CCN(C(C)C)C(C)C.CCOC(C)=O. The catalyst is CCCCO. The product is [NH2:27][C:23]1[N:24]=[CH:25][N:26]=[C:21]([NH:1][C@H:2]([C:5]2[N:14]([CH:15]3[CH2:16][CH2:17]3)[C:13](=[O:18])[C:12]3[C:7](=[CH:8][CH:9]=[CH:10][C:11]=3[Cl:19])[N:6]=2)[CH2:3][CH3:4])[C:22]=1[C:28]1[O:32][N:31]=[C:30]([CH2:33][CH3:34])[N:29]=1. The yield is 0.650. (2) The reactants are [S:9](O[S:9]([C:12](F)(F)F)(=[O:11])=[O:10])([C:12](F)(F)F)(=[O:11])=[O:10].OO.NC(N)=O.[Br:22][C:23]1[CH:24]=[C:25]2[C:29](=[C:30]([C:32]([O:34][CH2:35][CH3:36])=[O:33])[CH:31]=1)[N:28]([C:37]([O:39][C:40]([CH3:43])([CH3:42])[CH3:41])=[O:38])[CH:27]=[C:26]2[CH:44]1[CH2:50][CH2:49]CS[CH2:46][CH2:45]1.N1C2C(=CC=CC=2)C=C1. The catalyst is C(#N)C.O. The product is [Br:22][C:23]1[CH:24]=[C:25]2[C:29](=[C:30]([C:32]([O:34][CH2:35][CH3:36])=[O:33])[CH:31]=1)[N:28]([C:37]([O:39][C:40]([CH3:41])([CH3:42])[CH3:43])=[O:38])[CH:27]=[C:26]2[CH:44]1[CH2:50][CH2:49][CH2:12][S:9](=[O:10])(=[O:11])[CH2:46][CH2:45]1. The yield is 0.480. (3) The yield is 0.528. The reactants are [C:1]1(=[O:7])[CH2:6][CH2:5][CH2:4][CH2:3][CH2:2]1.[CH2:8](O)[CH:9]=[CH2:10].COC(OC)(C)C.C1C=CC=CC=1. The catalyst is O.CC1C=CC(S(O)(=O)=O)=CC=1.CC(C)=O.CO. The product is [CH2:10]([CH:2]1[CH2:3][CH2:4][CH2:5][CH2:6][C:1]1=[O:7])[CH:9]=[CH2:8]. (4) The reactants are [C:1]([C:3]1[CH:10]=[CH:9][C:6]([CH:7]=O)=[CH:5][CH:4]=1)#[CH:2].Cl.CN.[C:14]([BH3-])#[N:15].[Na+].[OH-].[Na+]. The catalyst is O.CO. The product is [CH3:14][NH:15][CH2:7][C:6]1[CH:9]=[CH:10][C:3]([C:1]#[CH:2])=[CH:4][CH:5]=1. The yield is 0.610. (5) The reactants are FC1C=CC(CC(=O)[CH2:10][NH:11][C:12]([C:14]2[N:15]=[C:16]3[CH:32]=[CH:31][C:30]([N:33]4[CH2:38][CH2:37][O:36][CH2:35][CH2:34]4)=[CH:29][N:17]3[C:18](=[O:28])[C:19]=2[O:20][CH2:21][C:22]2[CH:27]=[CH:26][CH:25]=[CH:24][CH:23]=2)=[O:13])=CC=1.CN1CC[O:44][CH2:43]C1.ClC(OCC)=O.CN(C)O. The catalyst is C1COCC1.C(Cl)Cl. The product is [CH3:43][O:44][N:11]([CH3:10])[C:12]([C:14]1[N:15]=[C:16]2[CH:32]=[CH:31][C:30]([N:33]3[CH2:34][CH2:35][O:36][CH2:37][CH2:38]3)=[CH:29][N:17]2[C:18](=[O:28])[C:19]=1[O:20][CH2:21][C:22]1[CH:23]=[CH:24][CH:25]=[CH:26][CH:27]=1)=[O:13]. The yield is 1.00. (6) The reactants are [F:1][C:2]1[CH:7]=[C:6]([I:8])[CH:5]=[CH:4][C:3]=1[NH:9][C:10]1[C:11]([C:18]([O:20]C)=[O:19])=[N:12][N:13]([CH3:17])[C:14](=[O:16])[CH:15]=1.CO.O.[OH-].[Li+]. The catalyst is O1CCCC1. The product is [F:1][C:2]1[CH:7]=[C:6]([I:8])[CH:5]=[CH:4][C:3]=1[NH:9][C:10]1[C:11]([C:18]([OH:20])=[O:19])=[N:12][N:13]([CH3:17])[C:14](=[O:16])[CH:15]=1. The yield is 0.660. (7) The reactants are FC(F)(F)C(O)=O.C(OC(=O)[NH:14][C:15]1[CH:16]=[N:17][C:18]([Cl:23])=[C:19]([F:22])[C:20]=1[I:21])(C)(C)C. The catalyst is ClCCl. The product is [Cl:23][C:18]1[N:17]=[CH:16][C:15]([NH2:14])=[C:20]([I:21])[C:19]=1[F:22]. The yield is 0.980. (8) The reactants are [CH:1]([Mg]Br)=[CH2:2].[Cl:5][C:6]1[C:7]([F:15])=[C:8]([C:11]([F:14])=[CH:12][CH:13]=1)[CH:9]=[O:10]. The catalyst is C1COCC1. The product is [Cl:5][C:6]1[C:7]([F:15])=[C:8]([CH:9]([OH:10])[CH:1]=[CH2:2])[C:11]([F:14])=[CH:12][CH:13]=1. The yield is 1.00. (9) The reactants are [C:1]([O:4][CH2:5][C:6]1[C:7]([N:13]2[CH2:24][CH2:23][C:22]3[C:21]4[CH2:20][C:19]([CH3:26])([CH3:25])[CH2:18][C:17]=4[S:16][C:15]=3[C:14]2=[O:27])=[N:8][CH:9]=[CH:10][C:11]=1Cl)(=[O:3])[CH3:2].[CH3:28][C:29]1([CH3:45])[C:33]([CH3:35])([CH3:34])[O:32][B:31]([B:31]2[O:32][C:33]([CH3:35])([CH3:34])[C:29]([CH3:45])([CH3:28])[O:30]2)[O:30]1.CC(C1C=C(C(C)C)C(C2C=CC=CC=2P(C2CCCCC2)C2CCCCC2)=C(C(C)C)C=1)C.C([O-])(=O)C.[K+]. The catalyst is C1C=CC(P(C2C=CC=CC=2)[C-]2C=CC=C2)=CC=1.C1C=CC(P(C2C=CC=CC=2)[C-]2C=CC=C2)=CC=1.Cl[Pd]Cl.[Fe+2].O1CCOCC1. The product is [C:1]([O:4][CH2:5][C:6]1[C:7]([N:13]2[CH2:24][CH2:23][C:22]3[C:21]4[CH2:20][C:19]([CH3:26])([CH3:25])[CH2:18][C:17]=4[S:16][C:15]=3[C:14]2=[O:27])=[N:8][CH:9]=[CH:10][C:11]=1[B:31]1[O:32][C:33]([CH3:35])([CH3:34])[C:29]([CH3:45])([CH3:28])[O:30]1)(=[O:3])[CH3:2]. The yield is 0.980. (10) The reactants are COC1C=CC(C[NH:8][C:9](=[O:32])[C:10]([C:13]2[CH:18]=[CH:17][C:16]([N:19]3[C:25](=[O:26])[C:24]4[C:27]([NH2:31])=[N:28][CH:29]=[N:30][C:23]=4[O:22][CH2:21][CH2:20]3)=[CH:15][CH:14]=2)([CH3:12])[CH3:11])=CC=1. The catalyst is FC(F)(F)C(O)=O. The product is [NH2:31][C:27]1[C:24]2[C:25](=[O:26])[N:19]([C:16]3[CH:15]=[CH:14][C:13]([C:10]([CH3:11])([CH3:12])[C:9]([NH2:8])=[O:32])=[CH:18][CH:17]=3)[CH2:20][CH2:21][O:22][C:23]=2[N:30]=[CH:29][N:28]=1. The yield is 0.110.